This data is from Peptide-MHC class I binding affinity with 185,985 pairs from IEDB/IMGT. The task is: Regression. Given a peptide amino acid sequence and an MHC pseudo amino acid sequence, predict their binding affinity value. This is MHC class I binding data. (1) The peptide sequence is SVPGEQSQL. The MHC is Mamu-A01 with pseudo-sequence Mamu-A01. The binding affinity (normalized) is 0.717. (2) The peptide sequence is SIMETIDPVY. The MHC is HLA-A33:01 with pseudo-sequence HLA-A33:01. The binding affinity (normalized) is 0.0288. (3) The peptide sequence is IRMWNQAAL. The MHC is HLA-A03:01 with pseudo-sequence HLA-A03:01. The binding affinity (normalized) is 0.0847. (4) The peptide sequence is EPATQTFDM. The MHC is HLA-B35:01 with pseudo-sequence HLA-B35:01. The binding affinity (normalized) is 0.763.